The task is: Predict the product of the given reaction.. This data is from Forward reaction prediction with 1.9M reactions from USPTO patents (1976-2016). (1) Given the reactants [O:1]1[CH:5]=[CH:4][N:3]=[C:2]1[C:6]1[N:11]=[C:10]2[CH2:12][CH2:13][CH2:14][C:9]2=[C:8]([NH:15][C:16]2[CH:21]=[CH:20][C:19]([CH2:22][C:23]([O:25]CC)=O)=[CH:18][CH:17]=2)[CH:7]=1.[NH3:28], predict the reaction product. The product is: [O:1]1[CH:5]=[CH:4][N:3]=[C:2]1[C:6]1[N:11]=[C:10]2[CH2:12][CH2:13][CH2:14][C:9]2=[C:8]([NH:15][C:16]2[CH:21]=[CH:20][C:19]([CH2:22][C:23]([NH2:28])=[O:25])=[CH:18][CH:17]=2)[CH:7]=1. (2) Given the reactants [Si](OCC[C:21]1[NH:22][C:23]2[C:28]([C:29]=1C(=O)C(OCC)=O)=[CH:27][C:26](Cl)=[CH:25][CH:24]=2)(C(C)(C)C)(C1C=CC=CC=1)C1C=CC=CC=1.[CH:38](Br)([C:45]1[CH:50]=[CH:49][CH:48]=[CH:47][CH:46]=1)[C:39]1[CH:44]=[CH:43][CH:42]=[CH:41][CH:40]=1.C([O-])([O-])=O.[Cs+].[Cs+], predict the reaction product. The product is: [CH:38]([N:22]1[C:23]2[C:28](=[CH:27][CH:26]=[CH:25][CH:24]=2)[CH:29]=[CH:21]1)([C:39]1[CH:44]=[CH:43][CH:42]=[CH:41][CH:40]=1)[C:45]1[CH:50]=[CH:49][CH:48]=[CH:47][CH:46]=1. (3) The product is: [F:3][C:4]1[CH:15]=[C:14]([O:16][CH2:17][C:18]#[CH:19])[C:13]([F:20])=[CH:12][C:5]=1[C:6]([OH:8])=[O:7]. Given the reactants [OH-].[Na+].[F:3][C:4]1[CH:15]=[C:14]([O:16][CH2:17][C:18]#[CH:19])[C:13]([F:20])=[CH:12][C:5]=1[C:6]([O:8]CC#C)=[O:7].Cl, predict the reaction product. (4) Given the reactants Br[C:2]1[S:6][C:5]([NH:7][C:8](=[O:26])[N:9]([CH:20]2[CH2:25][CH2:24][CH2:23][CH2:22][CH2:21]2)[CH:10]2[CH2:15][CH2:14][CH:13]([C:16]([F:19])([F:18])[F:17])[CH2:12][CH2:11]2)=[N:4][CH:3]=1.[C:27]([O:31][CH3:32])(=[O:30])[CH2:28][SH:29], predict the reaction product. The product is: [CH3:32][O:31][C:27](=[O:30])[CH2:28][S:29][C:2]1[S:6][C:5]([NH:7][C:8]([N:9]([CH:20]2[CH2:25][CH2:24][CH2:23][CH2:22][CH2:21]2)[CH:10]2[CH2:15][CH2:14][CH:13]([C:16]([F:19])([F:18])[F:17])[CH2:12][CH2:11]2)=[O:26])=[N:4][CH:3]=1. (5) Given the reactants C([O:3][C:4]([C:6]1[C:7]2[N:15]([CH2:16][CH2:17][Cl:18])[CH:14]=[N:13][C:8]=2[C:9]([NH2:12])=[N:10][CH:11]=1)=[O:5])C.[OH-].[Na+].C1COCC1.CO, predict the reaction product. The product is: [NH2:12][C:9]1[C:8]2[N:13]=[CH:14][N:15]([CH2:16][CH2:17][Cl:18])[C:7]=2[C:6]([C:4]([OH:5])=[O:3])=[CH:11][N:10]=1. (6) The product is: [C:1]([O:15][CH2:14][C:13]1([C:9]2[S:8][CH:12]=[CH:11][CH:10]=2)[CH:16]=[CH:17][CH:18]=[CH:19][CH2:20]1)(=[O:3])[CH3:2]. Given the reactants [C:1](OC(=O)C)(=[O:3])[CH3:2].[S:8]1[CH:12]=[CH:11][CH:10]=[C:9]1[C:13]1([CH:20]=[CH:19][CH:18]=[CH:17][CH2:16]1)[CH2:14][OH:15].O, predict the reaction product. (7) Given the reactants [Cl:1][C:2]([Cl:21])([Cl:20])[CH2:3][O:4][C:5](=[O:19])[CH:6]([O:16][CH2:17][CH3:18])[CH2:7][C:8]1[CH:13]=[CH:12][C:11]([CH2:14][OH:15])=[CH:10][CH:9]=1.[O-:22][Mn](=O)(=O)=O.[K+].[O-]S([O-])=O.[Na+].[Na+], predict the reaction product. The product is: [CH2:17]([O:16][CH:6]([C:5]([O:4][CH2:3][C:2]([Cl:20])([Cl:21])[Cl:1])=[O:19])[CH2:7][C:8]1[CH:13]=[CH:12][C:11]([C:14]([OH:22])=[O:15])=[CH:10][CH:9]=1)[CH3:18]. (8) Given the reactants [CH2:1]([N:8]1[CH2:13][CH2:12][O:11][CH:10]([C:14]2[CH:19]=[CH:18][C:17]([NH2:20])=[CH:16][CH:15]=2)[CH2:9]1)[C:2]1[CH:7]=[CH:6][CH:5]=[CH:4][CH:3]=1.CCN(C(C)C)C(C)C.[Cl:30][C:31]1[CH:38]=[CH:37][CH:36]=[C:35]([Cl:39])[C:32]=1[CH2:33]Br, predict the reaction product. The product is: [CH2:1]([N:8]1[CH2:13][CH2:12][O:11][CH:10]([C:14]2[CH:15]=[CH:16][C:17]([NH:20][CH2:33][C:32]3[C:31]([Cl:30])=[CH:38][CH:37]=[CH:36][C:35]=3[Cl:39])=[CH:18][CH:19]=2)[CH2:9]1)[C:2]1[CH:3]=[CH:4][CH:5]=[CH:6][CH:7]=1.